Dataset: Reaction yield outcomes from USPTO patents with 853,638 reactions. Task: Predict the reaction yield, written as a fraction of the theoretical maximum amount of product (1.0 means a 100% yield; for example, 0.34 means a 34% yield). (1) The reactants are [H-].[Na+].[F:3][C:4]([F:13])([F:12])[C:5]1([OH:11])[CH2:10][CH2:9][CH2:8][O:7][CH2:6]1.[C:14](=O)([O:22]C1C=CC=CN=1)[O:15][C:16]1[CH:21]=[CH:20][CH:19]=[CH:18][N:17]=1. The catalyst is C1COCC1.CCOC(C)=O.[Cl-].[Na+].O. The product is [C:14](=[O:22])([O:11][C:5]1([C:4]([F:3])([F:12])[F:13])[CH2:10][CH2:9][CH2:8][O:7][CH2:6]1)[O:15][C:16]1[CH:21]=[CH:20][CH:19]=[CH:18][N:17]=1. The yield is 0.228. (2) The reactants are [Cl:1][C:2]1[CH:10]=[C:9]2[C:5]([CH:6]=[CH:7][NH:8]2)=[CH:4][CH:3]=1.C1COCC1.C(O)(C(F)(F)F)=O.[OH-].[Na+]. The catalyst is B. The product is [Cl:1][C:2]1[CH:10]=[C:9]2[C:5]([CH2:6][CH2:7][NH:8]2)=[CH:4][CH:3]=1. The yield is 0.860. (3) The reactants are [Cl:1][C:2]1[CH:10]=[C:9]([Cl:11])[CH:8]=[CH:7][C:3]=1[CH2:4][C:5]#[N:6].[Cl:12][C:13]1[C:14]([F:21])=[C:15]([CH:18]=[CH:19][CH:20]=1)[CH:16]=O.C[O-].[Na+]. The catalyst is CO. The product is [Cl:12][C:13]1[C:14]([F:21])=[C:15](/[CH:16]=[C:4](/[C:3]2[CH:7]=[CH:8][C:9]([Cl:11])=[CH:10][C:2]=2[Cl:1])\[C:5]#[N:6])[CH:18]=[CH:19][CH:20]=1. The yield is 0.670. (4) The reactants are [H-].[Na+].[C:3]1([CH:9]2[CH2:13][CH2:12][CH2:11][C:10]2=[O:14])[CH:8]=[CH:7][CH:6]=[CH:5][CH:4]=1.N[C@H:16](C(O)=O)CCSC. The catalyst is COCCOC. The product is [CH3:16][C:9]1([C:3]2[CH:8]=[CH:7][CH:6]=[CH:5][CH:4]=2)[CH2:13][CH2:12][CH2:11][C:10]1=[O:14]. The yield is 0.739. (5) The reactants are [Br:1][C:2]1[CH:7]=[CH:6][C:5]([F:8])=[C:4](I)[CH:3]=1.[CH2:10]([S:12]([C:15]1[CH:20]=[CH:19][C:18](B2OC(C)(C)C(C)(C)O2)=[C:17]([O:30][CH3:31])[CH:16]=1)(=[O:14])=[O:13])[CH3:11].C(=O)([O-])[O-].[Na+].[Na+].O1CCOCC1. The catalyst is O.C1C=CC([P]([Pd]([P](C2C=CC=CC=2)(C2C=CC=CC=2)C2C=CC=CC=2)([P](C2C=CC=CC=2)(C2C=CC=CC=2)C2C=CC=CC=2)[P](C2C=CC=CC=2)(C2C=CC=CC=2)C2C=CC=CC=2)(C2C=CC=CC=2)C2C=CC=CC=2)=CC=1. The product is [Br:1][C:2]1[CH:7]=[CH:6][C:5]([F:8])=[C:4]([C:18]2[CH:19]=[CH:20][C:15]([S:12]([CH2:10][CH3:11])(=[O:14])=[O:13])=[CH:16][C:17]=2[O:30][CH3:31])[CH:3]=1. The yield is 0.730. (6) The reactants are [Cl:1][C:2]1[C:3]([C:38]2[CH:39]=[N:40][N:41]3[CH:46]=[CH:45][CH:44]=[CH:43][C:42]=23)=[N:4][C:5]([NH:8][C:9]2[C:14]([O:15][CH3:16])=[CH:13][C:12]([N:17]3[CH2:22][CH2:21][N:20]([C:23](=[O:34])[C@@H:24]([NH:26][C:27](=[O:33])[O:28][C:29]([CH3:32])([CH3:31])[CH3:30])[CH3:25])[CH2:19][CH2:18]3)=[C:11]([N+:35]([O-])=O)[CH:10]=2)=[N:6][CH:7]=1.[NH4+].[Cl-].O. The catalyst is C(O)C.[Fe]. The product is [NH2:35][C:11]1[CH:10]=[C:9]([NH:8][C:5]2[N:4]=[C:3]([C:38]3[CH:39]=[N:40][N:41]4[CH:46]=[CH:45][CH:44]=[CH:43][C:42]=34)[C:2]([Cl:1])=[CH:7][N:6]=2)[C:14]([O:15][CH3:16])=[CH:13][C:12]=1[N:17]1[CH2:18][CH2:19][N:20]([C:23](=[O:34])[C@@H:24]([NH:26][C:27](=[O:33])[O:28][C:29]([CH3:31])([CH3:30])[CH3:32])[CH3:25])[CH2:21][CH2:22]1. The yield is 0.680. (7) The reactants are [NH2:1][C:2]1[C:3]([C:15]([NH2:17])=[O:16])=[CH:4][C:5]2[C:13]3[C:8](=[CH:9][CH:10]=[CH:11][CH:12]=3)[NH:7][C:6]=2[N:14]=1.[Br:18]N1C(=O)CCC1=O.O. The catalyst is C(#N)C.CN(C)C=O. The product is [NH2:1][C:2]1[C:3]([C:15]([NH2:17])=[O:16])=[CH:4][C:5]2[C:13]3[C:8](=[CH:9][CH:10]=[C:11]([Br:18])[CH:12]=3)[NH:7][C:6]=2[N:14]=1. The yield is 0.400. (8) The reactants are [OH:1][C:2]1[CH:7]=[CH:6][C:5]([C:8]2[CH:13]=[CH:12][C:11]([C:14]([OH:16])=[O:15])=[CH:10][CH:9]=2)=[CH:4][CH:3]=1.[CH2:17](O)[CH3:18].S(=O)(=O)(O)O. The catalyst is CCOC(C)=O. The product is [CH2:17]([O:15][C:14]([C:11]1[CH:12]=[CH:13][C:8]([C:5]2[CH:4]=[CH:3][C:2]([OH:1])=[CH:7][CH:6]=2)=[CH:9][CH:10]=1)=[O:16])[CH3:18]. The yield is 0.770. (9) The reactants are [Cl:1][C:2]1[CH:7]=[CH:6][C:5]([C:8]2[C:13]([CH:14]=[O:15])=[CH:12][N:11]=[CH:10][CH:9]=2)=[C:4]([F:16])[CH:3]=1.[Si]([C:21]([F:24])([F:23])[F:22])(C)(C)C.CCCC[N+](CCCC)(CCCC)CCCC.[F-].O. The catalyst is ClCCl. The product is [Cl:1][C:2]1[CH:7]=[CH:6][C:5]([C:8]2[CH:9]=[CH:10][N:11]=[CH:12][C:13]=2[CH:14]([OH:15])[C:21]([F:24])([F:23])[F:22])=[C:4]([F:16])[CH:3]=1. The yield is 0.350.